Predict which catalyst facilitates the given reaction. From a dataset of Catalyst prediction with 721,799 reactions and 888 catalyst types from USPTO. (1) Reactant: [Cl:1][C:2]1[CH:7]=[CH:6][C:5]([N:8]([CH2:15][CH3:16])[CH:9]2[CH2:14][CH2:13][NH:12][CH2:11][CH2:10]2)=[CH:4][CH:3]=1.N1C(C)=CC=CC=1C.[I-].[K+].Br[CH2:28][CH2:29][CH:30]=[C:31]1[C:37]2[CH:38]=[CH:39][CH:40]=[N:41][C:36]=2[CH2:35][O:34][C:33]2[CH:42]=[CH:43][C:44]([C:46]([OH:49])([CH3:48])[CH3:47])=[CH:45][C:32]1=2. Product: [Cl:1][C:2]1[CH:7]=[CH:6][C:5]([N:8]([CH2:15][CH3:16])[CH:9]2[CH2:14][CH2:13][N:12]([CH2:28][CH2:29][CH:30]=[C:31]3[C:37]4[CH:38]=[CH:39][CH:40]=[N:41][C:36]=4[CH2:35][O:34][C:33]4[CH:42]=[CH:43][C:44]([C:46]([OH:49])([CH3:48])[CH3:47])=[CH:45][C:32]3=4)[CH2:11][CH2:10]2)=[CH:4][CH:3]=1. The catalyst class is: 32. (2) Reactant: ClC(Cl)(Cl)CO[C:5](=[O:27])[NH:6][C:7]1[N:8]([C:16]2[CH:21]=[CH:20][CH:19]=[C:18]([O:22][C@@H:23]([CH3:26])[CH2:24][OH:25])[CH:17]=2)[N:9]=[C:10]([C:12]([CH3:15])([CH3:14])[CH3:13])[CH:11]=1.[CH3:30][C@H:31]1[CH2:36][CH2:35][CH2:34][CH2:33][N:32]1[C:37]1[N:41]2[CH:42]=[C:43]([O:46][C@H:47]3[C:56]4[C:51](=[CH:52][CH:53]=[CH:54][CH:55]=4)[C@@H:50]([NH2:57])[CH2:49][CH2:48]3)[CH:44]=[CH:45][C:40]2=[N:39][N:38]=1.CCN(C(C)C)C(C)C. Product: [C:12]([C:10]1[CH:11]=[C:7]([NH:6][C:5]([NH:57][C@@H:50]2[C:51]3[C:56](=[CH:55][CH:54]=[CH:53][CH:52]=3)[C@H:47]([O:46][C:43]3[CH:44]=[CH:45][C:40]4[N:41]([C:37]([N:32]5[CH2:33][CH2:34][CH2:35][CH2:36][C@@H:31]5[CH3:30])=[N:38][N:39]=4)[CH:42]=3)[CH2:48][CH2:49]2)=[O:27])[N:8]([C:16]2[CH:21]=[CH:20][CH:19]=[C:18]([O:22][C@@H:23]([CH3:26])[CH2:24][OH:25])[CH:17]=2)[N:9]=1)([CH3:15])([CH3:13])[CH3:14]. The catalyst class is: 12. (3) Reactant: [Cl:1][C:2]1[CH:7]=[CH:6][C:5]([C:8]2[N:9]=[C:10]([NH:13][C:14]3[CH:19]=[CH:18][C:17]([C:20]([F:23])([F:22])[F:21])=[CH:16][CH:15]=3)[S:11][CH:12]=2)=[CH:4][CH:3]=1.Br[CH2:25][C:26]1[CH:35]=[CH:34][C:29]([C:30]([O:32][CH3:33])=[O:31])=[CH:28][CH:27]=1.C(=O)([O-])[O-].[K+].[K+].[I-].[Na+]. Product: [CH3:33][O:32][C:30](=[O:31])[C:29]1[CH:34]=[CH:35][C:26]([CH2:25][N:13]([C:10]2[S:11][CH:12]=[C:8]([C:5]3[CH:4]=[CH:3][C:2]([Cl:1])=[CH:7][CH:6]=3)[N:9]=2)[C:14]2[CH:19]=[CH:18][C:17]([C:20]([F:21])([F:23])[F:22])=[CH:16][CH:15]=2)=[CH:27][CH:28]=1. The catalyst class is: 10. (4) Reactant: Cl.CO.CO.[Cl:6][C:7]1[CH:12]=[CH:11][N:10]=[C:9]([I:13])[C:8]=1[O:14]COC.C(N(CC)CC)C. Product: [Cl:6][C:7]1[CH:12]=[CH:11][N:10]=[C:9]([I:13])[C:8]=1[OH:14]. The catalyst class is: 4.